Dataset: Full USPTO retrosynthesis dataset with 1.9M reactions from patents (1976-2016). Task: Predict the reactants needed to synthesize the given product. (1) Given the product [Cl-:8].[CH2:11]([P+:14]([CH2:18][CH2:19][CH3:20])([CH2:15][CH2:16][CH3:17])[CH2:7][C:6]1[CH:9]=[CH:10][C:3]([CH:1]=[CH2:2])=[CH:4][CH:5]=1)[CH2:12][CH3:13], predict the reactants needed to synthesize it. The reactants are: [CH:1]([C:3]1[CH:10]=[CH:9][C:6]([CH2:7][Cl:8])=[CH:5][CH:4]=1)=[CH2:2].[CH2:11]([P:14]([CH2:18][CH2:19][CH3:20])[CH2:15][CH2:16][CH3:17])[CH2:12][CH3:13]. (2) Given the product [C@H:3]12[CH2:8][CH:6]([N:5]([CH2:9][CH2:10][NH:11][C@:12]34[CH2:48][CH2:47][C@@H:46]([C:49]([CH3:51])=[CH2:50])[C@@H:13]3[C@@H:14]3[C@@:27]([CH3:30])([CH2:28][CH2:29]4)[C@@:26]4([CH3:31])[C@@H:17]([C@:18]5([CH3:45])[C@@H:23]([CH2:24][CH2:25]4)[C:22]([CH3:32])([CH3:33])[C:21]([C:34]4[CH2:39][CH:38]6[CH:36]([CH:37]6[C:40]([O:42][CH2:43][CH3:44])=[O:41])[CH:35]=4)=[CH:20][CH2:19]5)[CH2:16][CH2:15]3)[CH2:4]1)[CH2:7][O:55]2, predict the reactants needed to synthesize it. The reactants are: O=S1(=O)[CH2:7][CH:6]2[CH2:8][C@H:3]1[CH2:4][N:5]2[CH2:9][CH2:10][NH:11][C@:12]12[CH2:48][CH2:47][C@@H:46]([C:49]([CH3:51])=[CH2:50])[C@@H:13]1[C@@H:14]1[C@@:27]([CH3:30])([CH2:28][CH2:29]2)[C@@:26]2([CH3:31])[C@@H:17]([C@:18]3([CH3:45])[C@@H:23]([CH2:24][CH2:25]2)[C:22]([CH3:33])([CH3:32])[C:21]([C:34]2[CH2:39][CH:38]4[CH:36]([CH:37]4[C:40]([O:42][CH2:43][CH3:44])=[O:41])[CH:35]=2)=[CH:20][CH2:19]3)[CH2:16][CH2:15]1.Cl.C12CC(NC1)C[O:55]2. (3) Given the product [C:55]([S@@:53]([NH:52][C@:50]([C:46]1[CH:47]=[CH:48][CH:49]=[C:44]([F:43])[CH:45]=1)([CH3:51])[CH2:24][C:25]([O:27][CH3:28])=[O:26])=[O:54])([CH3:56])([CH3:57])[CH3:58], predict the reactants needed to synthesize it. The reactants are: C([S@@](N[C@@H](C1C=CC=CC=1)C(F)(F)C(OCC)=O)=O)(C)(C)C.Br[CH2:24][C:25]([O:27][CH3:28])=[O:26].C(=N/[S@](C(C)(C)C)=O)\C1C=CC=CC=1.[F:43][C:44]1[CH:45]=[C:46](/[C:50](=[N:52]/[S@:53]([C:55]([CH3:58])([CH3:57])[CH3:56])=[O:54])/[CH3:51])[CH:47]=[CH:48][CH:49]=1. (4) Given the product [CH2:1]([O:8][C:9](=[O:20])[C:10]1[CH:15]=[CH:14][C:13]([C:16]2[N:21]=[C:22]([NH2:24])[S:23][CH:17]=2)=[N:12][CH:11]=1)[C:2]1[CH:7]=[CH:6][CH:5]=[CH:4][CH:3]=1, predict the reactants needed to synthesize it. The reactants are: [CH2:1]([O:8][C:9](=[O:20])[C:10]1[CH:15]=[CH:14][C:13]([C:16](=O)[CH2:17]Br)=[N:12][CH:11]=1)[C:2]1[CH:7]=[CH:6][CH:5]=[CH:4][CH:3]=1.[NH2:21][C:22]([NH2:24])=[S:23].CC([O-])=O.[Na+]. (5) Given the product [NH2:1][C:4]1[CH:5]=[CH:6][C:7]([C:10]([C:14]2[CH:15]=[CH:16][CH:17]=[CH:18][CH:19]=2)([CH3:13])[C:11]#[N:12])=[CH:8][CH:9]=1, predict the reactants needed to synthesize it. The reactants are: [N+:1]([C:4]1[CH:9]=[CH:8][C:7]([C:10]([C:14]2[CH:19]=[CH:18][CH:17]=[CH:16][CH:15]=2)([CH3:13])[C:11]#[N:12])=[CH:6][CH:5]=1)([O-])=O. (6) Given the product [NH2:20][C:10]1[CH:11]=[C:12]([NH:15][C:16](=[O:19])[O:17][CH3:18])[CH:13]=[CH:14][C:9]=1[NH:8][CH2:7][CH:1]1[CH2:6][CH2:5][CH2:4][CH2:3][CH2:2]1, predict the reactants needed to synthesize it. The reactants are: [CH:1]1([CH2:7][NH:8][C:9]2[CH:14]=[CH:13][C:12]([NH:15][C:16](=[O:19])[O:17][CH3:18])=[CH:11][C:10]=2[N+:20]([O-])=O)[CH2:6][CH2:5][CH2:4][CH2:3][CH2:2]1. (7) Given the product [CH:11]([C:14]1[N:18]=[C:17]([N:19]2[CH2:20][CH2:21][C:22](=[O:25])[CH2:23][CH2:24]2)[O:16][N:15]=1)([CH3:13])[CH3:12], predict the reactants needed to synthesize it. The reactants are: CS(C)=O.C(Cl)(=O)C(Cl)=O.[CH:11]([C:14]1[N:18]=[C:17]([N:19]2[CH2:24][CH2:23][CH:22]([OH:25])[CH2:21][CH2:20]2)[O:16][N:15]=1)([CH3:13])[CH3:12].C(N(CC)CC)C. (8) Given the product [Cl:1][C:2]1[C:3]([S:37]([NH2:40])(=[O:38])=[O:39])=[N:4][CH:5]=[C:6]([C:22]([N:24]2[CH2:25][CH2:26][CH:27]([C:30]3[CH:31]=[CH:32][C:33]([F:36])=[CH:34][CH:35]=3)[CH2:28][CH2:29]2)=[O:23])[C:7]=1[NH:8][C:9]1[CH:14]=[CH:13][C:12]([O:15][C:16]([F:17])([F:19])[F:18])=[CH:11][C:10]=1[C:20]#[N:21], predict the reactants needed to synthesize it. The reactants are: [Cl:1][C:2]1[C:3]([S:37]([N:40](CC2C=CC(OC)=CC=2)CC2C=CC(OC)=CC=2)(=[O:39])=[O:38])=[N:4][CH:5]=[C:6]([C:22]([N:24]2[CH2:29][CH2:28][CH:27]([C:30]3[CH:35]=[CH:34][C:33]([F:36])=[CH:32][CH:31]=3)[CH2:26][CH2:25]2)=[O:23])[C:7]=1[NH:8][C:9]1[CH:14]=[CH:13][C:12]([O:15][C:16]([F:19])([F:18])[F:17])=[CH:11][C:10]=1[C:20]#[N:21].C1(OC)C=CC=CC=1. (9) Given the product [CH3:1][C:2]([N:8]1[CH2:13][CH2:12][CH:11]([NH:32][CH2:31][C:28]2[CH:29]=[CH:30][C:25]([C:22]3[CH:23]=[CH:24][C:19]([O:18][C:17]([F:16])([F:33])[F:34])=[CH:20][CH:21]=3)=[CH:26][CH:27]=2)[CH2:10][CH2:9]1)([CH3:7])[C:3]([O:5][CH3:6])=[O:4], predict the reactants needed to synthesize it. The reactants are: [CH3:1][C:2]([N:8]1[CH2:13][CH2:12][C:11](=O)[CH2:10][CH2:9]1)([CH3:7])[C:3]([O:5][CH3:6])=[O:4].Cl.[F:16][C:17]([F:34])([F:33])[O:18][C:19]1[CH:24]=[CH:23][C:22]([C:25]2[CH:30]=[CH:29][C:28]([CH2:31][NH2:32])=[CH:27][CH:26]=2)=[CH:21][CH:20]=1.C(O)(=O)C.C(O[BH-](OC(=O)C)OC(=O)C)(=O)C.[Na+].C(=O)([O-])[O-].[Na+].[Na+]. (10) Given the product [CH2:16]([N:23]1[CH:27]=[C:26]([CH2:28][N:29]([C:30]2[CH:31]=[CH:32][C:33]([CH:36]([CH3:38])[CH3:37])=[CH:34][CH:35]=2)[C:13]([CH:10]2[C:11]3[C:6](=[CH:5][CH:4]=[C:3]([O:2][CH3:1])[CH:12]=3)[CH2:7][CH2:8][CH2:9]2)=[O:15])[CH:25]=[N:24]1)[C:17]1[CH:18]=[CH:19][CH:20]=[CH:21][CH:22]=1, predict the reactants needed to synthesize it. The reactants are: [CH3:1][O:2][C:3]1[CH:12]=[C:11]2[C:6]([CH2:7][CH2:8][CH2:9][CH:10]2[C:13]([OH:15])=O)=[CH:5][CH:4]=1.[CH2:16]([N:23]1[CH:27]=[C:26]([CH2:28][NH:29][C:30]2[CH:35]=[CH:34][C:33]([CH:36]([CH3:38])[CH3:37])=[CH:32][CH:31]=2)[CH:25]=[N:24]1)[C:17]1[CH:22]=[CH:21][CH:20]=[CH:19][CH:18]=1.